From a dataset of Catalyst prediction with 721,799 reactions and 888 catalyst types from USPTO. Predict which catalyst facilitates the given reaction. (1) Reactant: [Br:1][C:2]1[CH:3]=[N:4][C:5]([O:11][CH3:12])=[C:6]([CH:10]=1)[C:7](O)=[O:8].[CH2:13]([N:15](CC)[CH2:16]C)C.F[P-](F)(F)(F)(F)F.N1(OC(N(C)C)=[N+](C)C)C2C=CC=CC=2N=N1.CNC.O1CCCC1. Product: [Br:1][C:2]1[CH:3]=[N:4][C:5]([O:11][CH3:12])=[C:6]([CH:10]=1)[C:7]([N:15]([CH3:16])[CH3:13])=[O:8]. The catalyst class is: 10. (2) Reactant: [CH3:1][N:2]1[CH2:7][CH2:6][NH:5][CH2:4][CH2:3]1.[C:8]1([S:14]([NH:17][C:18]2[CH:19]=[C:20]([C:26]3[S:30][C:29]([NH:31][C:32](=[O:34])[CH3:33])=[N:28][C:27]=3[CH2:35]Br)[C:21]([Br:25])=[N:22][C:23]=2[Cl:24])(=[O:16])=[O:15])[CH:13]=[CH:12][CH:11]=[CH:10][CH:9]=1. Product: [C:8]1([S:14]([NH:17][C:18]2[CH:19]=[C:20]([C:26]3[S:30][C:29]([NH:31][C:32](=[O:34])[CH3:33])=[N:28][C:27]=3[CH2:35][N:5]3[CH2:6][CH2:7][N:2]([CH3:1])[CH2:3][CH2:4]3)[C:21]([Br:25])=[N:22][C:23]=2[Cl:24])(=[O:16])=[O:15])[CH:9]=[CH:10][CH:11]=[CH:12][CH:13]=1. The catalyst class is: 1.